This data is from Catalyst prediction with 721,799 reactions and 888 catalyst types from USPTO. The task is: Predict which catalyst facilitates the given reaction. (1) Reactant: [Na].[O:2]([CH2:9][C:10](=[O:12])[CH3:11])[C:3]1[CH:8]=[CH:7][CH:6]=[CH:5][CH:4]=1.[C:13](OCC)(=[O:19])[C:14]([O:16][CH2:17][CH3:18])=[O:15]. Product: [CH2:17]([O:16][C:14](=[O:15])[C:13](=[O:19])[CH2:11][C:10](=[O:12])[CH2:9][O:2][C:3]1[CH:8]=[CH:7][CH:6]=[CH:5][CH:4]=1)[CH3:18]. The catalyst class is: 14. (2) Reactant: [CH3:1][N+:2]1([CH3:26])[C@@H:7]2[C@@H:8]3[O:10][C@@H:9]3[C@H:3]1[CH2:4][C@@H:5]([O:11][C:12]([C:14]([OH:25])([C:20]1[S:24][CH:23]=[CH:22][CH:21]=1)[C:15]1[S:19][CH:18]=[CH:17][CH:16]=1)=[O:13])[CH2:6]2.O.[Br-:28].[CH2:29]([OH:51])[C@H:30]1[O:35][C@H:34]([O:36][C@H:37]2[O:42][C@H:41]([CH2:43][OH:44])[C@@H:40]([OH:45])[C@H:39]([OH:46])[C@H:38]2[OH:47])[C@H:33]([OH:48])[C@@H:32]([OH:49])[C@@H:31]1[OH:50].[NH2:52][C@H:53]([C:58]([OH:60])=[O:59])[CH2:54][CH:55]([CH3:57])[CH3:56].CO. Product: [CH3:1][N+:2]1([CH3:26])[C@@H:3]2[C@@H:9]3[O:10][C@@H:8]3[C@H:7]1[CH2:6][C@@H:5]([O:11][C:12]([C:14]([OH:25])([C:15]1[S:19][CH:18]=[CH:17][CH:16]=1)[C:20]1[S:24][CH:23]=[CH:22][CH:21]=1)=[O:13])[CH2:4]2.[OH2:35].[Br-:28].[CH2:43]([OH:44])[C@H:41]1[O:42][C@H:37]([O:36][C@H:34]2[O:35][C@H:30]([CH2:29][OH:51])[C@@H:31]([OH:50])[C@H:32]([OH:49])[C@H:33]2[OH:48])[C@H:38]([OH:47])[C@@H:39]([OH:46])[C@@H:40]1[OH:45].[NH2:52][C@H:53]([C:58]([OH:60])=[O:59])[CH2:54][CH:55]([CH3:57])[CH3:56]. The catalyst class is: 6. (3) Reactant: [C:1]([N:4]1[CH2:9][CH2:8][N:7]([C:10]2[CH:15]=[CH:14][C:13]([N+:16]([O-])=O)=[CH:12][CH:11]=2)[CH2:6][CH2:5]1)(=[O:3])[CH3:2]. Product: [C:1]([N:4]1[CH2:5][CH2:6][N:7]([C:10]2[CH:15]=[CH:14][C:13]([NH2:16])=[CH:12][CH:11]=2)[CH2:8][CH2:9]1)(=[O:3])[CH3:2]. The catalyst class is: 29. (4) Reactant: [F:1][C:2]1[CH:3]=[CH:4][C:5]2[N:9]=[C:8]([C:10]3[O:11][C:12]([CH3:15])=[CH:13][CH:14]=3)[N:7]([C:16]3[C:24]4[O:23][CH2:22][C@@H:21]([NH:25][C:26]5[CH:38]=[CH:37][C:29]6[C@H:30]([CH2:33][C:34]([OH:36])=[O:35])[CH2:31][O:32][C:28]=6[CH:27]=5)[C:20]=4[CH:19]=[CH:18][CH:17]=3)[C:6]=2[CH:39]=1.[OH-].[Na+:41].C(#N)C. Product: [F:1][C:2]1[CH:3]=[CH:4][C:5]2[N:9]=[C:8]([C:10]3[O:11][C:12]([CH3:15])=[CH:13][CH:14]=3)[N:7]([C:16]3[C:24]4[O:23][CH2:22][C@@H:21]([NH:25][C:26]5[CH:38]=[CH:37][C:29]6[C@H:30]([CH2:33][C:34]([O-:36])=[O:35])[CH2:31][O:32][C:28]=6[CH:27]=5)[C:20]=4[CH:19]=[CH:18][CH:17]=3)[C:6]=2[CH:39]=1.[Na+:41]. The catalyst class is: 6. (5) Reactant: C(Cl)CCl.[C:5]([O:9][C:10]([NH:12][CH:13]([C:17]1[CH:22]=[CH:21][CH:20]=[C:19]([C:23]([F:26])([F:25])[F:24])[CH:18]=1)[C:14]([OH:16])=O)=[O:11])([CH3:8])([CH3:7])[CH3:6].C1C=CC2N(O)N=NC=2C=1.[NH2:37][C:38]([CH3:42])([CH3:41])[CH2:39][OH:40]. The catalyst class is: 3. Product: [OH:40][CH2:39][C:38]([NH:37][C:14](=[O:16])[CH:13]([NH:12][C:10](=[O:11])[O:9][C:5]([CH3:7])([CH3:8])[CH3:6])[C:17]1[CH:22]=[CH:21][CH:20]=[C:19]([C:23]([F:26])([F:25])[F:24])[CH:18]=1)([CH3:42])[CH3:41].